From a dataset of TCR-epitope binding with 47,182 pairs between 192 epitopes and 23,139 TCRs. Binary Classification. Given a T-cell receptor sequence (or CDR3 region) and an epitope sequence, predict whether binding occurs between them. (1) The epitope is RQLLFVVEV. The TCR CDR3 sequence is CASSKPDNEQFF. Result: 0 (the TCR does not bind to the epitope). (2) The epitope is LLWNGPMAV. The TCR CDR3 sequence is CASSSTYEQYF. Result: 0 (the TCR does not bind to the epitope). (3) The epitope is IVTDFSVIK. The TCR CDR3 sequence is CASREGDINTGELFF. Result: 1 (the TCR binds to the epitope). (4) The epitope is RLDKVEAEV. The TCR CDR3 sequence is RASSLTIPPGTKENQPQHF. Result: 1 (the TCR binds to the epitope).